From a dataset of Full USPTO retrosynthesis dataset with 1.9M reactions from patents (1976-2016). Predict the reactants needed to synthesize the given product. (1) Given the product [N:1]1[C:10]2[C:5](=[CH:6][N:7]=[CH:8][CH:9]=2)[C:4]([S:11][C:13]2([C:17]([O:19][CH2:20][CH3:21])=[O:18])[CH2:16][CH2:15][CH2:14]2)=[CH:3][CH:2]=1, predict the reactants needed to synthesize it. The reactants are: [N:1]1[C:10]2[C:5](=[CH:6][N:7]=[CH:8][CH:9]=2)[C:4]([SH:11])=[CH:3][CH:2]=1.Br[C:13]1([C:17]([O:19][CH2:20][CH3:21])=[O:18])[CH2:16][CH2:15][CH2:14]1.O. (2) Given the product [CH3:19][C:17]1[CH:18]=[C:14]([C:12]([O:11][CH2:9][CH3:10])=[O:13])[NH:15][C:16]=1[C:2]([F:8])([F:7])[F:1], predict the reactants needed to synthesize it. The reactants are: [F:1][C:2]([F:8])([F:7])S(Cl)(=O)=O.[CH2:9]([O:11][C:12]([C:14]1[NH:15][CH:16]=[C:17]([CH3:19])[CH:18]=1)=[O:13])[CH3:10].OP([O-])([O-])=O.[K+].[K+]. (3) Given the product [CH2:1]([N:6]1[C:10](=[O:11])[CH:9]([CH:12]([CH3:25])[C:13]([O:15][CH2:16][CH3:17])=[O:14])[S:8][CH:7]1[C:18]1[CH:23]=[CH:22][CH:21]=[CH:20][CH:19]=1)[CH2:2][CH:3]([CH3:5])[CH3:4], predict the reactants needed to synthesize it. The reactants are: [CH2:1]([N:6]1[C:10](=[O:11])[CH:9]([CH2:12][C:13]([O:15][CH2:16][CH3:17])=[O:14])[S:8][CH:7]1[C:18]1[CH:23]=[CH:22][CH:21]=[CH:20][CH:19]=1)[CH2:2][CH:3]([CH3:5])[CH3:4].[Li+].[CH3:25][Si]([N-][Si](C)(C)C)(C)C.Cl. (4) The reactants are: Cl.[CH2:2]([NH:12][C:13]([NH:15][C:16](=[NH:23])[N:17]1[CH2:22][CH2:21][S:20][CH2:19][CH2:18]1)=[NH:14])[CH2:3][CH2:4][CH2:5][CH2:6][CH2:7][CH2:8][CH2:9][CH2:10][CH3:11].C(O)C.S(=O)(=O)(O)O.[CH3:32][C:33]([CH3:35])=O. Given the product [CH2:2]([NH:12][C:13]1[NH:14][C:33]([CH3:35])([CH3:32])[N:23]=[C:16]([N:17]2[CH2:22][CH2:21][S:20][CH2:19][CH2:18]2)[N:15]=1)[CH2:3][CH2:4][CH2:5][CH2:6][CH2:7][CH2:8][CH2:9][CH2:10][CH3:11], predict the reactants needed to synthesize it. (5) Given the product [C:1]([OH:6])(=[O:5])[C:2]([CH3:4])=[O:3].[CH2:1]([OH:5])[CH:2]([OH:3])[CH3:4].[CH3:4][C:2](=[O:3])[C:1](=[O:6])[CH2:7][CH3:8].[C:1]([OH:6])(=[O:5])[CH:2]([CH3:4])[OH:3], predict the reactants needed to synthesize it. The reactants are: [C:1]([OH:6])(=[O:5])[CH:2]([CH3:4])[OH:3].[C:7](O)(=O)[CH3:8]. (6) Given the product [Cl:1][C:2]1[CH:3]=[C:4]([NH2:18])[C:5]([NH2:6])=[CH:7][C:8]=1[N:9]1[CH2:13][CH2:12][CH:11]([CH2:14][N:15]([CH3:16])[CH3:17])[CH2:10]1, predict the reactants needed to synthesize it. The reactants are: [Cl:1][C:2]1[C:8]([N:9]2[CH2:13][CH2:12][CH:11]([CH2:14][N:15]([CH3:17])[CH3:16])[CH2:10]2)=[CH:7][C:5]([NH2:6])=[C:4]([N+:18]([O-])=O)[CH:3]=1. (7) Given the product [OH:25][CH2:24][CH2:23][CH2:22][C@@:13]1([C:16]2[CH:21]=[CH:20][CH:19]=[CH:18][CH:17]=2)[O:12][C:11](=[O:26])[N:10]([C@H:8]([C:5]2[CH:6]=[CH:7][C:2]([C:28]3[CH:33]=[C:32]([CH3:34])[N+:31]([O-:35])=[C:30]([CH3:36])[CH:29]=3)=[CH:3][CH:4]=2)[CH3:9])[CH2:15][CH2:14]1, predict the reactants needed to synthesize it. The reactants are: Br[C:2]1[CH:7]=[CH:6][C:5]([C@@H:8]([N:10]2[CH2:15][CH2:14][C@:13]([CH2:22][CH2:23][CH2:24][OH:25])([C:16]3[CH:21]=[CH:20][CH:19]=[CH:18][CH:17]=3)[O:12][C:11]2=[O:26])[CH3:9])=[CH:4][CH:3]=1.Br[C:28]1[CH:33]=[C:32]([CH3:34])[N+:31]([O-:35])=[C:30]([CH3:36])[CH:29]=1.